From a dataset of Catalyst prediction with 721,799 reactions and 888 catalyst types from USPTO. Predict which catalyst facilitates the given reaction. Reactant: C(OC([NH:11][CH2:12][CH2:13][N:14]([C:25]([O:27][C:28]([CH3:31])([CH3:30])[CH3:29])=[O:26])[C:15]1[C:23]([F:24])=[CH:22][CH:21]=[CH:20][C:16]=1[C:17](O)=[O:18])=O)C1C=CC=CC=1.C(O)(=O)C. Product: [C:28]([O:27][C:25]([N:14]1[C:15]2[C:23]([F:24])=[CH:22][CH:21]=[CH:20][C:16]=2[C:17](=[O:18])[NH:11][CH2:12][CH2:13]1)=[O:26])([CH3:31])([CH3:30])[CH3:29]. The catalyst class is: 19.